Task: Predict the reactants needed to synthesize the given product.. Dataset: Full USPTO retrosynthesis dataset with 1.9M reactions from patents (1976-2016) (1) Given the product [O:34]1[CH2:39][CH2:38][CH:37]=[C:36]([C:2]2[CH:3]=[C:4]3[C@:15]4([CH2:19][S:18][C:17]([NH2:20])=[N:16]4)[C:14]4[C:9](=[CH:10][CH:11]=[C:12]([C:21]5[CH:22]=[N:23][CH:24]=[C:25]([F:27])[CH:26]=5)[CH:13]=4)[O:8][C:5]3=[N:6][CH:7]=2)[CH2:35]1, predict the reactants needed to synthesize it. The reactants are: Br[C:2]1[CH:3]=[C:4]2[C@:15]3([CH2:19][S:18][C:17]([NH2:20])=[N:16]3)[C:14]3[C:9](=[CH:10][CH:11]=[C:12]([C:21]4[CH:22]=[N:23][CH:24]=[C:25]([F:27])[CH:26]=4)[CH:13]=3)[O:8][C:5]2=[N:6][CH:7]=1.C(=O)([O-])[O-].[K+].[K+].[O:34]1[CH2:39][CH2:38][CH:37]=[C:36](B2OC(C)(C)C(C)(C)O2)[CH2:35]1.O1CCOCC1. (2) Given the product [Cl-:19].[CH3:1][N+:2]1[C:3]2[N:7]([CH:6]=[N:5][C:4]=2[C:8]([NH:10][CH3:11])=[O:9])[C:12]([CH3:13])=[CH:15][C:16]=1[CH3:17], predict the reactants needed to synthesize it. The reactants are: [CH3:1][NH:2][C:3]1[N:7]=[CH:6][NH:5][C:4]=1[C:8]([NH:10][CH3:11])=[O:9].[C:12]([CH2:15][C:16](=O)[CH3:17])(=O)[CH3:13].[ClH:19].